Dataset: Peptide-MHC class II binding affinity with 134,281 pairs from IEDB. Task: Regression. Given a peptide amino acid sequence and an MHC pseudo amino acid sequence, predict their binding affinity value. This is MHC class II binding data. (1) The peptide sequence is KENIKYEVAIFVHGP. The MHC is DRB1_0401 with pseudo-sequence DRB1_0401. The binding affinity (normalized) is 0.733. (2) The peptide sequence is RCALHWFPGSHLLAC. The MHC is HLA-DQA10201-DQB10202 with pseudo-sequence HLA-DQA10201-DQB10202. The binding affinity (normalized) is 0.302. (3) The binding affinity (normalized) is 0. The peptide sequence is KKFEENEVDISVVVQDP. The MHC is HLA-DQA10103-DQB10603 with pseudo-sequence HLA-DQA10103-DQB10603. (4) The peptide sequence is GELQWVDKIDAAFKI. The MHC is DRB1_0701 with pseudo-sequence DRB1_0701. The binding affinity (normalized) is 0.646.